Binary Classification. Given two protein amino acid sequences, predict whether they physically interact or not. From a dataset of Human Reference Interactome with 51,813 positive PPI pairs across 8,248 proteins, plus equal number of experimentally-validated negative pairs. Protein 1 (ENSG00000100150) has sequence MRTTKVYKLVIHKKGFGGSDDELVVNPKVFPHIKLGDIVEIAHPNDEYSPLLLQVKSLKEDLQKETISVDQTVTQVFRLRPYQDVYVNVVDPKDVTLDLVELTFKDQYIGRGDMWRLKKSLVSTCAYITQKVEFAGIRAQAGELWVKNEKVMCGYISEDTRVVFRSTSAMVYIFIQMSCEMWDFDIYGDLYFEKAVNGFLADLFTKWKEKNCSHEVTVVLFSRTFYDAKSVDEFPEINRASIRQDHKGRFYEDFYKVVVQNERREEWTSLLVTIKKLFIQYPVLVRLEQAEGFPQGDNST.... Protein 2 (ENSG00000104643) has sequence MEFAELIKTPRVDNVVLHRPFYPAVEGTLCLTGHHLILSSRQDNTEELWLLHSNIDAIDKRFVGSLGTIIIKCKDFRIIQLDIPGMEECLNIASSIEALSTLDSITLMYPFFYRPMFEVIEDGWHSFLPEQEFELYSSATSEWRLSYVNKEFAVCPSYPPIVTVPKSIDDEALRKVATFRHGGRFPVLSYYHKKNGMVIMRSGQPLTGTNGRRCKEDEKLINATLRAGKRGYIIDTRSLNVAQQTRAKGGGFEQEAHYPQWRRIHKSIERYHILQESLIKLVEACNDQTHNMDRWLSKLE.... Result: 1 (the proteins interact).